Dataset: Forward reaction prediction with 1.9M reactions from USPTO patents (1976-2016). Task: Predict the product of the given reaction. (1) Given the reactants [N:1]1([C:7]2[CH:12]=[CH:11][C:10]([C:13]3[C:17]4[CH2:18][C:19]5[S:20][CH:21]=[CH:22][C:23]=5[C:16]=4[N:15](COCC[Si](C)(C)C)[N:14]=3)=[CH:9][CH:8]=2)[CH2:6][CH2:5][O:4][CH2:3][CH2:2]1.Cl, predict the reaction product. The product is: [N:1]1([C:7]2[CH:8]=[CH:9][C:10]([C:13]3[C:17]4[CH2:18][C:19]5[S:20][CH:21]=[CH:22][C:23]=5[C:16]=4[NH:15][N:14]=3)=[CH:11][CH:12]=2)[CH2:2][CH2:3][O:4][CH2:5][CH2:6]1. (2) The product is: [CH2:1]([N:8]1[CH2:13][CH2:12][C:11]2([C:17]3[CH:18]=[CH:19][C:20]([F:34])=[CH:21][C:16]=3[C:15](=[O:23])[O:14]2)[CH2:10][CH2:9]1)[C:2]1[CH:7]=[CH:6][CH:5]=[CH:4][CH:3]=1. Given the reactants [CH2:1]([N:8]1[CH2:13][CH2:12][C:11]2([C:17]3[CH:18]=[C:19](Cl)[CH:20]=[CH:21][C:16]=3[C:15](=[O:23])[O:14]2)[CH2:10][CH2:9]1)[C:2]1[CH:7]=[CH:6][CH:5]=[CH:4][CH:3]=1.BrC1C=CC([F:34])=CC=1C(O)=O.C(N1CCC(=O)CC1)C1C=CC=CC=1.C([Li])CCC, predict the reaction product. (3) Given the reactants [OH-:1].[K+].Cl.[CH2:4]([Li])[CH2:5][CH2:6][CH3:7].[CH:9]([Li])=[CH:10][CH3:11].[CH3:13][C:14](C)=O.[Cl-].[NH4+].[CH2:19](O)[CH3:20].O, predict the reaction product. The product is: [CH3:7][CH:6]([CH:19]([CH3:20])[CH:10]([CH3:11])[CH3:9])[C:5](=[O:1])/[CH:4]=[CH:13]/[CH3:14]. (4) Given the reactants [Cl:1][C:2]1[CH:10]=[C:9]2[C:5]([C:6]([C:12]3[N:13]=[C:14]4[C:20]([C:21](O)=[O:22])=[CH:19][N:18]([CH2:24][O:25][CH2:26][CH2:27][Si:28]([CH3:31])([CH3:30])[CH3:29])[C:15]4=[N:16][CH:17]=3)=[N:7][N:8]2[CH3:11])=[CH:4][CH:3]=1.N1(O)C2C=CC=CC=2N=N1.C(N(CC)C(C)C)(C)C.[C@H:51]1([NH2:58])[CH2:56][CH2:55][C@@H:54]([NH2:57])[CH2:53][CH2:52]1, predict the reaction product. The product is: [NH2:57][C@@H:54]1[CH2:55][CH2:56][C@H:51]([NH:58][C:21]([C:20]2[C:14]3[C:15](=[N:16][CH:17]=[C:12]([C:6]4[C:5]5[C:9](=[CH:10][C:2]([Cl:1])=[CH:3][CH:4]=5)[N:8]([CH3:11])[N:7]=4)[N:13]=3)[N:18]([CH2:24][O:25][CH2:26][CH2:27][Si:28]([CH3:29])([CH3:31])[CH3:30])[CH:19]=2)=[O:22])[CH2:52][CH2:53]1. (5) Given the reactants [Li+].[OH-].[O:3]=[C:4]1[N:10]([CH:11]2[CH2:16][CH2:15][N:14]([C:17]([O:19][C@@H:20]([C:32]([O:34]C)=[O:33])[CH2:21][C:22]3[CH:27]=[C:26]([CH3:28])[C:25]([O:29][CH3:30])=[C:24]([CH3:31])[CH:23]=3)=[O:18])[CH2:13][CH2:12]2)[CH2:9][CH2:8][C:7]2[CH:36]=[CH:37][CH:38]=[CH:39][C:6]=2[NH:5]1, predict the reaction product. The product is: [O:3]=[C:4]1[N:10]([CH:11]2[CH2:12][CH2:13][N:14]([C:17]([O:19][C@@H:20]([C:32]([OH:34])=[O:33])[CH2:21][C:22]3[CH:27]=[C:26]([CH3:28])[C:25]([O:29][CH3:30])=[C:24]([CH3:31])[CH:23]=3)=[O:18])[CH2:15][CH2:16]2)[CH2:9][CH2:8][C:7]2[CH:36]=[CH:37][CH:38]=[CH:39][C:6]=2[NH:5]1.